Task: Predict which catalyst facilitates the given reaction.. Dataset: Catalyst prediction with 721,799 reactions and 888 catalyst types from USPTO (1) Reactant: [F:1][C:2]1[C:7]([CH2:8]O)=[CH:6][CH:5]=[CH:4][N:3]=1.C1(P(C2C=CC=CC=2)C2C=CC=CC=2)C=CC=CC=1.C(Br)(Br)(Br)[Br:30]. Product: [Br:30][CH2:8][C:7]1[C:2]([F:1])=[N:3][CH:4]=[CH:5][CH:6]=1. The catalyst class is: 2. (2) Reactant: Cl.[CH3:2][N:3]1[CH2:7][CH2:6][C:5]2([CH2:12][CH2:11][CH2:10][NH:9][CH2:8]2)[C:4]1=[O:13].C(N(CC)CC)C.[F:21][C:22]([F:34])([F:33])[C:23]1[CH:28]=[CH:27][C:26]([S:29](Cl)(=[O:31])=[O:30])=[CH:25][CH:24]=1. Product: [CH3:2][N:3]1[CH2:7][CH2:6][C:5]2([CH2:12][CH2:11][CH2:10][N:9]([S:29]([C:26]3[CH:25]=[CH:24][C:23]([C:22]([F:21])([F:33])[F:34])=[CH:28][CH:27]=3)(=[O:31])=[O:30])[CH2:8]2)[C:4]1=[O:13]. The catalyst class is: 4. (3) Reactant: [F:1][C:2]1[C:3]([CH3:26])=[C:4]([C:8]2([C:22]([O:24][CH3:25])=[O:23])[CH2:13][CH:12]=[C:11](OS(C(F)(F)F)(=O)=O)[CH2:10][CH2:9]2)[CH:5]=[CH:6][CH:7]=1.[CH3:27][N:28]1[C:36]2[C:31](=[CH:32][CH:33]=[C:34](B(O)O)[CH:35]=2)[CH:30]=[N:29]1.C([O-])([O-])=O.[Cs+].[Cs+].C(Cl)(Cl)Cl. The catalyst class is: 57. Product: [F:1][C:2]1[C:3]([CH3:26])=[C:4]([C:8]2([C:22]([O:24][CH3:25])=[O:23])[CH2:13][CH:12]=[C:11]([C:34]3[CH:35]=[C:36]4[C:31]([CH:30]=[N:29][N:28]4[CH3:27])=[CH:32][CH:33]=3)[CH2:10][CH2:9]2)[CH:5]=[CH:6][CH:7]=1.